Dataset: Catalyst prediction with 721,799 reactions and 888 catalyst types from USPTO. Task: Predict which catalyst facilitates the given reaction. The catalyst class is: 3. Product: [C:1]([O:5][C:6]([NH:8][CH2:9][C:10]([O:12][CH2:13]/[C:14](/[C:25]1[CH:30]=[CH:29][C:28]([S:31]([CH3:34])(=[O:33])=[O:32])=[CH:27][CH:26]=1)=[C:15](/[C:19]1[CH:20]=[CH:21][CH:22]=[CH:23][CH:24]=1)\[C:16]([O:18][CH2:41][CH2:40][CH2:39][CH2:38][CH2:37][CH2:36][Br:35])=[O:17])=[O:11])=[O:7])([CH3:4])([CH3:3])[CH3:2]. Reactant: [C:1]([O:5][C:6]([NH:8][CH2:9][C:10]([O:12][CH2:13]/[C:14](/[C:25]1[CH:30]=[CH:29][C:28]([S:31]([CH3:34])(=[O:33])=[O:32])=[CH:27][CH:26]=1)=[C:15](/[C:19]1[CH:24]=[CH:23][CH:22]=[CH:21][CH:20]=1)\[C:16]([OH:18])=[O:17])=[O:11])=[O:7])([CH3:4])([CH3:3])[CH3:2].[Br:35][CH2:36][CH2:37][CH2:38][CH2:39][CH2:40][CH2:41]Br.C([O-])([O-])=O.[K+].[K+].[Cl-].[NH4+].